This data is from Peptide-MHC class I binding affinity with 185,985 pairs from IEDB/IMGT. The task is: Regression. Given a peptide amino acid sequence and an MHC pseudo amino acid sequence, predict their binding affinity value. This is MHC class I binding data. (1) The peptide sequence is TNRAWNSL. The MHC is H-2-Kb with pseudo-sequence H-2-Kb. The binding affinity (normalized) is 0.367. (2) The peptide sequence is ELALTDVEKR. The MHC is HLA-A33:01 with pseudo-sequence HLA-A33:01. The binding affinity (normalized) is 0.101. (3) The peptide sequence is DKTEAILQL. The MHC is H-2-Db with pseudo-sequence H-2-Db. The binding affinity (normalized) is 0. (4) The peptide sequence is LSILSKDKM. The MHC is H-2-Kb with pseudo-sequence H-2-Kb. The binding affinity (normalized) is 0.281. (5) The peptide sequence is KEKDMTKEF. The MHC is HLA-B08:01 with pseudo-sequence HLA-B08:01. The binding affinity (normalized) is 0.0847. (6) The peptide sequence is MASSVLLWMA. The MHC is HLA-B57:01 with pseudo-sequence HLA-B57:01. The binding affinity (normalized) is 0.376. (7) The peptide sequence is KRQEILDLWVY. The MHC is HLA-A31:01 with pseudo-sequence HLA-A31:01. The binding affinity (normalized) is 0. (8) The peptide sequence is LLQGVPFHV. The binding affinity (normalized) is 1.00. The MHC is HLA-A02:06 with pseudo-sequence HLA-A02:06. (9) The peptide sequence is MGMEQTMSV. The MHC is HLA-A02:03 with pseudo-sequence HLA-A02:03. The binding affinity (normalized) is 0.0847. (10) The peptide sequence is EVHIYYLEK. The MHC is HLA-B35:01 with pseudo-sequence HLA-B35:01. The binding affinity (normalized) is 0.0847.